Dataset: Full USPTO retrosynthesis dataset with 1.9M reactions from patents (1976-2016). Task: Predict the reactants needed to synthesize the given product. Given the product [Cl:7][C:8]1[CH:13]=[C:12]([Cl:14])[CH:11]=[CH:10][C:9]=1[C:15]([F:24])([CH3:16])[C:5]#[N:6], predict the reactants needed to synthesize it. The reactants are: C[Si]([C:5]#[N:6])(C)C.[Cl:7][C:8]1[CH:13]=[C:12]([Cl:14])[CH:11]=[CH:10][C:9]=1[C:15](=O)[CH3:16].CCN(S(F)(F)[F:24])CC.